Predict the reactants needed to synthesize the given product. From a dataset of Full USPTO retrosynthesis dataset with 1.9M reactions from patents (1976-2016). (1) Given the product [CH3:20][N:9]1[C:10]2[C:15](=[CH:14][C:13]([C:16]#[N:17])=[CH:12][CH:11]=2)[C:7]([CH:4]2[CH2:5][CH2:6][C:2](=[O:1])[CH2:3]2)=[CH:8]1, predict the reactants needed to synthesize it. The reactants are: [O:1]=[C:2]1[CH2:6][CH2:5][CH:4]([C:7]2[C:15]3[C:10](=[CH:11][CH:12]=[C:13]([C:16]#[N:17])[CH:14]=3)[NH:9][CH:8]=2)[CH2:3]1.[H-].[Na+].[CH3:20]S(C)=O. (2) Given the product [CH2:21]([O:20][C:15]1[C:14]([C:5]2([OH:13])[C:4]3[C:8](=[CH:9][C:10]([F:11])=[C:2]([C:23]#[N:24])[CH:3]=3)[NH:7][C:6]2=[O:12])=[CH:19][CH:18]=[CH:17][N:16]=1)[CH3:22], predict the reactants needed to synthesize it. The reactants are: Br[C:2]1[CH:3]=[C:4]2[C:8](=[CH:9][C:10]=1[F:11])[NH:7][C:6](=[O:12])[C:5]2([C:14]1[C:15]([O:20][CH2:21][CH3:22])=[N:16][CH:17]=[CH:18][CH:19]=1)[OH:13].[CH3:23][N:24](C)C=O. (3) Given the product [Br:16][C:13]1[CH:14]=[CH:15][C:10]([C:9]2[O:8][N:7]=[C:6]([CH3:17])[C:5]=2[C:3](=[O:4])[CH2:2][S:22][C:19]([CH3:21])([CH3:20])[CH3:18])=[CH:11][CH:12]=1, predict the reactants needed to synthesize it. The reactants are: Br[CH2:2][C:3]([C:5]1[C:6]([CH3:17])=[N:7][O:8][C:9]=1[C:10]1[CH:15]=[CH:14][C:13]([Br:16])=[CH:12][CH:11]=1)=[O:4].[CH3:18][C:19]([SH:22])([CH3:21])[CH3:20].